This data is from Full USPTO retrosynthesis dataset with 1.9M reactions from patents (1976-2016). The task is: Predict the reactants needed to synthesize the given product. (1) Given the product [CH3:39][O:36][C:33]1[CH:25]=[CH:26][C:21]([C:8]2([C:5]3[CH:6]=[CH:7][C:2]([O:31][CH3:30])=[CH:3][CH:4]=3)[C:20]3[CH:19]=[CH:18][CH:17]=[CH:16][C:15]=3[C:14]3[C:9]2=[CH:10][CH:11]=[CH:12][CH:13]=3)=[CH:22][CH:23]=1, predict the reactants needed to synthesize it. The reactants are: O[C:2]1[CH:7]=[CH:6][C:5]([C:8]2([C:21]3[CH:26]=[CH:25]C(O)=[CH:23][CH:22]=3)[C:20]3[CH:19]=[CH:18][CH:17]=[CH:16][C:15]=3[C:14]3[C:9]2=[CH:10][CH:11]=[CH:12][CH:13]=3)=[CH:4][CH:3]=1.CN(C)[CH:30]=[O:31].[C:33](=[O:36])([O-])[O-].[K+].[K+].[CH3:39]I. (2) Given the product [Cl:1][C:2]1[N:3]=[C:4]2[N:8]([C:9]=1[S:10]([NH2:15])(=[O:12])=[O:11])[CH:7]=[CH:6][S:5]2, predict the reactants needed to synthesize it. The reactants are: [Cl:1][C:2]1[N:3]=[C:4]2[N:8]([C:9]=1[S:10](Cl)(=[O:12])=[O:11])[CH:7]=[CH:6][S:5]2.[OH-].[NH4+:15]. (3) Given the product [CH3:6][O:7][C:8]1[C:16]2[S:15][CH:14]=[CH:13][C:12]=2[C:11]([CH:17]=[O:18])=[CH:10][CH:9]=1, predict the reactants needed to synthesize it. The reactants are: P(Cl)(Cl)(Cl)=O.[CH3:6][O:7][C:8]1[C:16]2[S:15][CH:14]=[CH:13][C:12]=2[CH:11]=[CH:10][CH:9]=1.[C:17]([O-])([O-])=[O:18].[Na+].[Na+].